Dataset: Peptide-MHC class II binding affinity with 134,281 pairs from IEDB. Task: Regression. Given a peptide amino acid sequence and an MHC pseudo amino acid sequence, predict their binding affinity value. This is MHC class II binding data. (1) The peptide sequence is KMIGGIGGFVKVRQYDQIPI. The MHC is HLA-DQA10301-DQB10302 with pseudo-sequence HLA-DQA10301-DQB10302. The binding affinity (normalized) is 0.168. (2) The peptide sequence is EKKYFAAFQFEPLAA. The MHC is HLA-DPA10201-DPB10101 with pseudo-sequence HLA-DPA10201-DPB10101. The binding affinity (normalized) is 1.00. (3) The peptide sequence is QQGVTVDSIGML. The MHC is DRB1_0405 with pseudo-sequence DRB1_0405. The binding affinity (normalized) is 0.0459. (4) The peptide sequence is SRAEVSYVHVNGAKF. The MHC is HLA-DQA10501-DQB10301 with pseudo-sequence HLA-DQA10501-DQB10301. The binding affinity (normalized) is 0.684. (5) The MHC is DRB1_1302 with pseudo-sequence DRB1_1302. The binding affinity (normalized) is 0.0992. The peptide sequence is FAGAWCVPKVTFTVE. (6) The peptide sequence is TIIKALGALDSPREI. The MHC is DRB1_0405 with pseudo-sequence DRB1_0405. The binding affinity (normalized) is 0.812. (7) The peptide sequence is LTFLAVGGVLLFLSV. The binding affinity (normalized) is 0.484. The MHC is DRB1_0101 with pseudo-sequence DRB1_0101.